Task: Predict the reaction yield, written as a fraction of the theoretical maximum amount of product (1.0 means a 100% yield; for example, 0.34 means a 34% yield).. Dataset: Reaction yield outcomes from USPTO patents with 853,638 reactions The reactants are [O:1]=[C:2]1[CH2:11][C:10]2[C:5](=[CH:6][CH:7]=[CH:8][CH:9]=2)[CH2:4][N:3]1[CH:12]1[CH2:17][CH2:16][N:15](C(OC(C)(C)C)=O)[CH2:14][CH2:13]1.N1CCC(C2CC3C(=CC=CC=3)NC2=O)CC1. No catalyst specified. The product is [NH:15]1[CH2:16][CH2:17][CH:12]([N:3]2[C:2](=[O:1])[CH2:11][C:10]3[C:5](=[CH:6][CH:7]=[CH:8][CH:9]=3)[CH2:4]2)[CH2:13][CH2:14]1. The yield is 0.960.